From a dataset of Reaction yield outcomes from USPTO patents with 853,638 reactions. Predict the reaction yield, written as a fraction of the theoretical maximum amount of product (1.0 means a 100% yield; for example, 0.34 means a 34% yield). (1) The reactants are [O:1]1[CH2:6][CH2:5][N:4]([C:7]2[N:12]=[C:11]([N:13]3[CH2:18][CH2:17][O:16][CH2:15][CH2:14]3)[N:10]=[C:9]([C:19]3[CH:24]=[CH:23][C:22]([NH:25][C:26](=[O:37])[NH:27][C:28]4[CH:36]=[CH:35][C:31]([C:32](O)=[O:33])=[CH:30][CH:29]=4)=[CH:21][CH:20]=3)[N:8]=2)[CH2:3][CH2:2]1.CCN(C(C)C)C(C)C.CN(C(ON1N=NC2C=CC=CC1=2)=[N+](C)C)C.F[P-](F)(F)(F)(F)F.[N:71]1([CH:77]2[CH2:82][CH2:81][NH:80][CH2:79][CH2:78]2)[CH2:76][CH2:75][CH2:74][CH2:73][CH2:72]1. The catalyst is CN1C(=O)CCC1. The product is [N:71]1([CH:77]2[CH2:82][CH2:81][N:80]([C:32]([C:31]3[CH:30]=[CH:29][C:28]([NH:27][C:26]([NH:25][C:22]4[CH:21]=[CH:20][C:19]([C:9]5[N:10]=[C:11]([N:13]6[CH2:14][CH2:15][O:16][CH2:17][CH2:18]6)[N:12]=[C:7]([N:4]6[CH2:3][CH2:2][O:1][CH2:6][CH2:5]6)[N:8]=5)=[CH:24][CH:23]=4)=[O:37])=[CH:36][CH:35]=3)=[O:33])[CH2:79][CH2:78]2)[CH2:76][CH2:75][CH2:74][CH2:73][CH2:72]1. The yield is 0.600. (2) The catalyst is O1CCOCC1.O. The yield is 0.830. The reactants are C([O:3][C:4](=[O:17])[C:5]([CH3:16])([S:7]([CH:10]1[CH2:15][CH2:14][O:13][CH2:12][CH2:11]1)(=[O:9])=[O:8])[CH3:6])C.[OH-].[Na+]. The product is [CH3:16][C:5]([S:7]([CH:10]1[CH2:11][CH2:12][O:13][CH2:14][CH2:15]1)(=[O:8])=[O:9])([CH3:6])[C:4]([OH:17])=[O:3]. (3) The reactants are [CH3:1][O:2][C:3]1[CH:4]=[C:5]2[C:10](=[CH:11][C:12]=1[O:13][CH3:14])[N:9]=[CH:8][N:7]=[C:6]2[O:15][C:16]1[CH:22]=[CH:21][C:19]([NH2:20])=[C:18]([O:23][CH3:24])[CH:17]=1.C(N(CC)CC)C.ClC(Cl)(O[C:36](=[O:42])OC(Cl)(Cl)Cl)Cl.[CH3:44][N:45]1[CH2:50][CH2:49][N:48]([CH2:51][CH2:52][CH2:53][NH2:54])[CH2:47][CH2:46]1. The catalyst is C(Cl)(Cl)Cl.O. The product is [CH3:1][O:2][C:3]1[CH:4]=[C:5]2[C:10](=[CH:11][C:12]=1[O:13][CH3:14])[N:9]=[CH:8][N:7]=[C:6]2[O:15][C:16]1[CH:22]=[CH:21][C:19]([NH:20][C:36]([NH:54][CH2:53][CH2:52][CH2:51][N:48]2[CH2:47][CH2:46][N:45]([CH3:44])[CH2:50][CH2:49]2)=[O:42])=[C:18]([O:23][CH3:24])[CH:17]=1. The yield is 0.390. (4) The product is [C:1]([N:4]1[C:13]2[C:8](=[CH:9][C:10]([C:32]3[CH:31]=[N:30][N:29]([CH2:28][CH2:27][N:26]([CH3:43])[CH3:25])[CH:33]=3)=[CH:11][CH:12]=2)[C@H:7]([NH:15][C:16](=[O:21])[O:17][CH:18]([CH3:20])[CH3:19])[CH2:6][C@@H:5]1[CH3:22])(=[O:3])[CH3:2]. The reactants are [C:1]([N:4]1[C:13]2[C:8](=[CH:9][C:10](Br)=[CH:11][CH:12]=2)[C@H:7]([NH:15][C:16](=[O:21])[O:17][CH:18]([CH3:20])[CH3:19])[CH2:6][C@@H:5]1[CH3:22])(=[O:3])[CH3:2].[OH-].[K+].[CH3:25][N:26]([CH3:43])[CH2:27][CH2:28][N:29]1[CH:33]=[C:32](B2OC(C)(C)C(C)(C)O2)[CH:31]=[N:30]1. The yield is 0.493. The catalyst is C(O)C.CC(C1C=CC=C(C(C)C)C=1N1[CH-]N(C2C(C(C)C)=CC=CC=2C(C)C)CC1)C.C1C=NC=C(Cl)C=1.Cl[Pd]Cl. (5) The reactants are Cl[CH2:2][C:3]1[C:4]([S:9][CH:10]2[CH2:14][CH2:13][CH2:12][CH2:11]2)=[N:5][CH:6]=[CH:7][CH:8]=1.C[O:16][C:17](=[O:29])[CH2:18][CH:19]1[C:23]2[CH:24]=[CH:25][C:26]([OH:28])=[CH:27][C:22]=2[O:21][CH2:20]1. No catalyst specified. The product is [CH:10]1([S:9][C:4]2[C:3]([CH2:2][O:28][C:26]3[CH:25]=[CH:24][C:23]4[CH:19]([CH2:18][C:17]([OH:29])=[O:16])[CH2:20][O:21][C:22]=4[CH:27]=3)=[CH:8][CH:7]=[CH:6][N:5]=2)[CH2:14][CH2:13][CH2:12][CH2:11]1. The yield is 0.700. (6) The reactants are [S:1]1[C:5]([CH:6]([O:11][CH3:12])[C:7](OC)=[O:8])=[CH:4][C:3]2[CH:13]=[CH:14][CH:15]=[CH:16][C:2]1=2.O.[NH2:18][NH2:19]. The catalyst is C(O)C. The product is [S:1]1[C:5]([CH:6]([O:11][CH3:12])[C:7]([NH:18][NH2:19])=[O:8])=[CH:4][C:3]2[CH:13]=[CH:14][CH:15]=[CH:16][C:2]1=2. The yield is 1.00. (7) The reactants are [CH3:1][N:2]([CH2:15][C:16]#[CH:17])[C:3](=[O:14])[O:4][CH2:5][C@H:6]([NH2:13])[C:7]1[CH:12]=[CH:11][CH:10]=[CH:9][CH:8]=1.CCN(CC)CC.[Cl:25][CH2:26][C:27](Cl)=[O:28]. The catalyst is C(Cl)Cl. The product is [CH3:1][N:2]([CH2:15][C:16]#[CH:17])[C:3](=[O:14])[O:4][CH2:5][C@H:6]([NH:13][C:27](=[O:28])[CH2:26][Cl:25])[C:7]1[CH:12]=[CH:11][CH:10]=[CH:9][CH:8]=1. The yield is 0.960. (8) The reactants are [C:1]1([C:7]2[C:8]3[C:13]([C:14]([C:21]4[CH:26]=[CH:25][C:24](Br)=[CH:23][CH:22]=4)=[C:15]4[C:20]=2[CH:19]=[CH:18][CH:17]=[CH:16]4)=[CH:12][CH:11]=[CH:10][CH:9]=3)[CH:6]=[CH:5][CH:4]=[CH:3][CH:2]=1.[C:28]1([NH:38][C:39]2[CH:40]=[CH:41][C:42]3[N:43]([C:52]4[CH:57]=[CH:56][CH:55]=[CH:54][CH:53]=4)[C:44]4[C:49]([C:50]=3[CH:51]=2)=[CH:48][CH:47]=[CH:46][CH:45]=4)[C:37]2[C:32](=[CH:33][CH:34]=[CH:35][CH:36]=2)[CH:31]=[CH:30][CH:29]=1.C(O[Na])(C)(C)C.C(P(C(C)(C)C)C(C)(C)C)(C)(C)C. The catalyst is C1C=CC(/C=C/C(/C=C/C2C=CC=CC=2)=O)=CC=1.C1C=CC(/C=C/C(/C=C/C2C=CC=CC=2)=O)=CC=1.[Pd].C1(C)C=CC=CC=1. The product is [C:28]1([N:38]([C:4]2[CH:3]=[CH:2][C:1]([C:7]3[C:20]4[C:15]([C:14]([C:21]5[CH:26]=[CH:25][CH:24]=[CH:23][CH:22]=5)=[C:13]5[C:8]=3[CH:9]=[CH:10][CH:11]=[CH:12]5)=[CH:16][CH:17]=[CH:18][CH:19]=4)=[CH:6][CH:5]=2)[C:39]2[CH:40]=[CH:41][C:42]3[N:43]([C:52]4[CH:53]=[CH:54][CH:55]=[CH:56][CH:57]=4)[C:44]4[C:49]([C:50]=3[CH:51]=2)=[CH:48][CH:47]=[CH:46][CH:45]=4)[C:37]2[C:32](=[CH:33][CH:34]=[CH:35][CH:36]=2)[CH:31]=[CH:30][CH:29]=1. The yield is 0.430. (9) The yield is 0.140. The product is [NH2:6][C:5]1[CH:4]=[CH:3][C:2]([Cl:1])=[CH:15][C:14]=1[C:19]([C:18]1[CH:22]=[CH:23][CH:24]=[C:25]([F:26])[C:17]=1[F:16])=[O:20]. No catalyst specified. The reactants are [Cl:1][C:2]1[CH:15]=[CH:14][C:5]([NH:6]C(OC(C)(C)C)=O)=[CH:4][CH:3]=1.[F:16][C:17]1[C:25]([F:26])=[CH:24][CH:23]=[CH:22][C:18]=1[C:19](Cl)=[O:20]. (10) The reactants are [Br:1][C:2]1[CH:8]=[CH:7][C:5]([NH2:6])=[CH:4][CH:3]=1.N1C=CC=CC=1.[C:15](Cl)(=[O:18])[CH2:16][CH3:17].Cl. The catalyst is C1(C)C=CC=CC=1. The product is [C:15]([NH:6][C:5]1[CH:7]=[CH:8][C:2]([Br:1])=[CH:3][CH:4]=1)(=[O:18])[CH2:16][CH3:17]. The yield is 0.890.